Dataset: Catalyst prediction with 721,799 reactions and 888 catalyst types from USPTO. Task: Predict which catalyst facilitates the given reaction. Reactant: [OH-].[Na+:2].C([O:5][C:6](=[O:35])[CH2:7][O:8][C:9]1[CH:18]=[CH:17][CH:16]=[C:15]2[C:10]=1[C:11]([NH:19][C:20]1[CH:25]=[CH:24][C:23]([O:26][CH2:27][C:28]3[CH:33]=[CH:32][CH:31]=[CH:30][N:29]=3)=[C:22]([Cl:34])[CH:21]=1)=[N:12][CH:13]=[N:14]2)C. Product: [Na+:2].[Cl:34][C:22]1[CH:21]=[C:20]([NH:19][C:11]2[C:10]3[C:15](=[CH:16][CH:17]=[CH:18][C:9]=3[O:8][CH2:7][C:6]([O-:35])=[O:5])[N:14]=[CH:13][N:12]=2)[CH:25]=[CH:24][C:23]=1[O:26][CH2:27][C:28]1[CH:33]=[CH:32][CH:31]=[CH:30][N:29]=1. The catalyst class is: 36.